Dataset: Catalyst prediction with 721,799 reactions and 888 catalyst types from USPTO. Task: Predict which catalyst facilitates the given reaction. (1) Reactant: C[O-].[Na+].[C:4]([S:7][CH2:8][CH2:9][CH2:10][C:11]([F:17])([F:16])[C:12]([F:15])([F:14])[F:13])(=O)[CH3:5].BrCC[CH2:21][N:22]1[C:30](=[O:31])[C:29]2[C:24](=[CH:25][CH:26]=[CH:27][CH:28]=2)[C:23]1=[O:32]. Product: [F:16][C:11]([F:17])([C:12]([F:15])([F:14])[F:13])[CH2:10][CH2:9][CH2:8][S:7][CH2:4][CH2:5][CH2:21][N:22]1[C:30](=[O:31])[C:29]2[C:24](=[CH:25][CH:26]=[CH:27][CH:28]=2)[C:23]1=[O:32]. The catalyst class is: 5. (2) Reactant: [I:1][C:2]1[C:10]2[C:5](=[N:6][CH:7]=[C:8]([NH2:11])[CH:9]=2)[N:4]([S:12]([C:15]2[CH:20]=[CH:19][CH:18]=[CH:17][CH:16]=2)(=[O:14])=[O:13])[CH:3]=1.[F:21][C:22]1[C:30]([NH:31][S:32]([CH2:35][CH2:36][CH3:37])(=[O:34])=[O:33])=[CH:29][CH:28]=[C:27]([F:38])[C:23]=1[C:24](O)=[O:25].CCN=C=NCCCN(C)C.C1C=CC2N(O)N=NC=2C=1. Product: [F:21][C:22]1[C:30]([NH:31][S:32]([CH2:35][CH2:36][CH3:37])(=[O:33])=[O:34])=[CH:29][CH:28]=[C:27]([F:38])[C:23]=1[C:24]([NH:11][C:8]1[CH:9]=[C:10]2[C:2]([I:1])=[CH:3][N:4]([S:12]([C:15]3[CH:20]=[CH:19][CH:18]=[CH:17][CH:16]=3)(=[O:14])=[O:13])[C:5]2=[N:6][CH:7]=1)=[O:25]. The catalyst class is: 3. (3) Reactant: [Br:1][C:2]1[C:10]2[C:5](=[CH:6][CH:7]=[C:8]([C:11]#[N:12])[CH:9]=2)[NH:4][N:3]=1.[C:13](=O)([O-])[O-].[K+].[K+].CI. Product: [Br:1][C:2]1[C:10]2[C:5](=[CH:6][CH:7]=[C:8]([C:11]#[N:12])[CH:9]=2)[N:4]([CH3:13])[N:3]=1. The catalyst class is: 9.